This data is from Forward reaction prediction with 1.9M reactions from USPTO patents (1976-2016). The task is: Predict the product of the given reaction. (1) Given the reactants [C:1]([CH:3]=[C:4]([N:11]1[CH2:16][CH2:15][N:14](C(OC(C)(C)C)=O)[CH2:13][CH2:12]1)[C:5]1[CH:10]=[CH:9][CH:8]=[CH:7][CH:6]=1)#[N:2], predict the reaction product. The product is: [C:5]1([C:4]([N:11]2[CH2:12][CH2:13][NH:14][CH2:15][CH2:16]2)=[CH:3][C:1]#[N:2])[CH:10]=[CH:9][CH:8]=[CH:7][CH:6]=1. (2) Given the reactants [Br:1][C:2]1[CH:7]=[CH:6][C:5]([CH:8]2[CH2:13][CH:12]=[CH:11]C[O:9]2)=[CH:4][CH:3]=1.[H][H], predict the reaction product. The product is: [Br:1][C:2]1[CH:3]=[CH:4][C:5]([CH:8]2[CH2:13][CH2:12][CH2:11][O:9]2)=[CH:6][CH:7]=1. (3) Given the reactants C(OC(=O)[NH:7][CH:8]1[CH:25]([N:26]2[CH2:31][CH2:30][CH2:29][CH2:28][C:27]2=[O:32])[CH2:24][N:11]2[CH2:12][CH2:13][C:14]3[C:19]([CH:10]2[CH2:9]1)=[CH:18][C:17]([O:20][CH3:21])=[C:16]([O:22][CH3:23])[CH:15]=3)(C)(C)C, predict the reaction product. The product is: [NH2:7][C@H:8]1[C@H:25]([N:26]2[CH2:31][CH2:30][CH2:29][CH2:28][C:27]2=[O:32])[CH2:24][N:11]2[CH2:12][CH2:13][C:14]3[C:19]([C@H:10]2[CH2:9]1)=[CH:18][C:17]([O:20][CH3:21])=[C:16]([O:22][CH3:23])[CH:15]=3. (4) Given the reactants [Si]([O:8][CH2:9][CH2:10][O:11][C:12]1[N:17]=[CH:16][C:15]([N:18]2[C:22]([CH3:24])([CH3:23])[C:21](=[O:25])[N:20]([C:26]3[CH:33]=[CH:32][C:29]([C:30]#[N:31])=[C:28]([C:34]([F:37])([F:36])[F:35])[CH:27]=3)[C:19]2=[S:38])=[CH:14][CH:13]=1)(C(C)(C)C)(C)C.[F-].C([N+](CCCC)(CCCC)CCCC)CCC, predict the reaction product. The product is: [OH:8][CH2:9][CH2:10][O:11][C:12]1[N:17]=[CH:16][C:15]([N:18]2[C:22]([CH3:24])([CH3:23])[C:21](=[O:25])[N:20]([C:26]3[CH:33]=[CH:32][C:29]([C:30]#[N:31])=[C:28]([C:34]([F:36])([F:37])[F:35])[CH:27]=3)[C:19]2=[S:38])=[CH:14][CH:13]=1.